This data is from Reaction yield outcomes from USPTO patents with 853,638 reactions. The task is: Predict the reaction yield, written as a fraction of the theoretical maximum amount of product (1.0 means a 100% yield; for example, 0.34 means a 34% yield). (1) The reactants are [OH:1][C:2]1[C:9]([CH3:10])=[C:8]([CH3:11])[CH:7]=[C:6]([CH3:12])[C:3]=1[CH:4]=O. The catalyst is CO.[C].[Pd]. The product is [CH3:4][C:3]1[C:6]([CH3:12])=[CH:7][C:8]([CH3:11])=[C:9]([CH3:10])[C:2]=1[OH:1]. The yield is 0.120. (2) The reactants are [C:1]([O:4][CH2:5][C@H:6]([N:8]1[CH:17]=[CH:16][C:15]2[C:10](=[CH:11][CH:12]=[CH:13][C:14]=2[N+:18]([O-])=O)[C:9]1=[O:21])[CH3:7])(=[O:3])[CH3:2].C(O)C.[Cl-].[NH4+].O. The catalyst is [Fe]. The product is [C:1]([O:4][CH2:5][C@H:6]([N:8]1[CH:17]=[CH:16][C:15]2[C:10](=[CH:11][CH:12]=[CH:13][C:14]=2[NH2:18])[C:9]1=[O:21])[CH3:7])(=[O:3])[CH3:2]. The yield is 1.00.